Dataset: Catalyst prediction with 721,799 reactions and 888 catalyst types from USPTO. Task: Predict which catalyst facilitates the given reaction. (1) Reactant: FC(F)(F)C(O)=O.[F:8][C:9]1[C:21]([CH:22]=[CH2:23])=[C:20]([F:24])[CH:19]=[CH:18][C:10]=1[C:11]([O:13]C(C)(C)C)=[O:12]. Product: [F:8][C:9]1[C:21]([CH:22]=[CH2:23])=[C:20]([F:24])[CH:19]=[CH:18][C:10]=1[C:11]([OH:13])=[O:12]. The catalyst class is: 4. (2) Reactant: Cl[C:2]1[C:11]2=[N:12][N:13](CC3C=CC(OC)=CC=3)[CH:14]=[C:10]2[C:9]2[CH:8]=[C:7]([O:24][CH3:25])[CH:6]=[CH:5][C:4]=2[N:3]=1.[NH2:26][C:27]1[CH:32]=[CH:31][C:30]([S:33]([NH2:36])(=[O:35])=[O:34])=[CH:29][CH:28]=1.Cl. Product: [CH3:25][O:24][C:7]1[CH:6]=[CH:5][C:4]2[N:3]=[C:2]([NH:26][C:27]3[CH:32]=[CH:31][C:30]([S:33]([NH2:36])(=[O:34])=[O:35])=[CH:29][CH:28]=3)[C:11]3=[N:12][NH:13][CH:14]=[C:10]3[C:9]=2[CH:8]=1. The catalyst class is: 71. (3) Reactant: [Cl:1][C:2]1[CH:7]=[CH:6][C:5]([CH2:8]O)=[CH:4][C:3]=1[N+:10]([O-:12])=[O:11].P(Br)(Br)[Br:14]. Product: [Br:14][CH2:8][C:5]1[CH:6]=[CH:7][C:2]([Cl:1])=[C:3]([N+:10]([O-:12])=[O:11])[CH:4]=1. The catalyst class is: 11. (4) Product: [O:9]([C:3]1[CH:4]=[CH:5][C:6]([CH3:8])=[CH:7][C:2]=1/[N:1]=[CH:16]/[C:11]1[CH:12]=[CH:13][CH:14]=[CH:15][N:10]=1)[C:20]1[CH:19]=[CH:18][CH:23]=[CH:22][CH:21]=1. Reactant: [NH2:1][C:2]1[CH:7]=[C:6]([CH3:8])[CH:5]=[CH:4][C:3]=1[OH:9].[N:10]1[CH:15]=[CH:14][CH:13]=[CH:12][C:11]=1[CH:16]=O.[CH3:18][CH2:19][CH2:20][CH2:21][CH2:22][CH3:23]. The catalyst class is: 232.